This data is from Full USPTO retrosynthesis dataset with 1.9M reactions from patents (1976-2016). The task is: Predict the reactants needed to synthesize the given product. (1) Given the product [Cl:7][C:8]1[N:9]=[C:10]([N:1]2[CH2:6][CH2:5][O:4][CH2:3][CH2:2]2)[C:11]2[CH:16]=[CH:15][S:14][C:12]=2[N:13]=1, predict the reactants needed to synthesize it. The reactants are: [NH:1]1[CH2:6][CH2:5][O:4][CH2:3][CH2:2]1.[Cl:7][C:8]1[N:9]=[C:10](Cl)[C:11]2[CH:16]=[CH:15][S:14][C:12]=2[N:13]=1. (2) Given the product [CH3:8][CH:9]([O:13][C:14]1[N:22]=[C:21]2[C:17]([N:18]=[C:19]([O:23][CH3:24])[N:20]2[CH2:37][CH:38]2[CH2:43][CH2:42][O:41][CH2:40][CH2:39]2)=[C:16]([NH2:25])[N:15]=1)[CH2:10][O:11][CH3:12], predict the reactants needed to synthesize it. The reactants are: FC(F)(F)C(O)=O.[CH3:8][CH:9]([O:13][C:14]1[N:22]=[C:21]2[C:17]([N:18]=[C:19]([O:23][CH3:24])[NH:20]2)=[C:16]([NH2:25])[N:15]=1)[CH2:10][O:11][CH3:12].C(=O)([O-])[O-].[K+].[K+].CS(O[CH2:37][CH:38]1[CH2:43][CH2:42][O:41][CH2:40][CH2:39]1)(=O)=O. (3) Given the product [N:11]1([C:12]2[CH:13]=[CH:14][C:15]([CH:18]([CH3:22])[C:19]([OH:21])=[O:20])=[CH:16][CH:17]=2)[CH:1]=[N:25][N:24]=[N:23]1, predict the reactants needed to synthesize it. The reactants are: [CH:1](OCC)(OCC)OCC.[NH2:11][C:12]1[CH:17]=[CH:16][C:15]([CH:18]([CH3:22])[C:19]([OH:21])=[O:20])=[CH:14][CH:13]=1.[N-:23]=[N+:24]=[N-:25].[Na+].O. (4) Given the product [C:2]1([N:14]([C:15]2[CH:16]=[CH:17][CH:18]=[CH:19][CH:20]=2)[C:8]2[CH:13]=[CH:12][CH:11]=[CH:10][CH:9]=2)[CH:7]=[CH:6][CH:5]=[CH:4][CH:3]=1, predict the reactants needed to synthesize it. The reactants are: Cl[C:2]1[CH:7]=[CH:6][CH:5]=[CH:4][CH:3]=1.[C:8]1([NH:14][C:15]2[CH:20]=[CH:19][CH:18]=[CH:17][CH:16]=2)[CH:13]=[CH:12][CH:11]=[CH:10][CH:9]=1. (5) Given the product [F:17][C:18]([F:28])([F:27])[O:19][C:3]1[CH:4]=[CH:5][C:6]2[O:10][C:9]([C:11]([OH:13])=[O:12])=[CH:8][C:7]=2[CH:14]=1, predict the reactants needed to synthesize it. The reactants are: FC(F)(F)[C:3]1[CH:4]=[CH:5][C:6]2[O:10][C:9]([C:11]([OH:13])=[O:12])=[CH:8][C:7]=2[CH:14]=1.[F:17][C:18]([F:28])([F:27])[O:19]C1C=CC(O)=CC=1. (6) Given the product [OH:38][C:35]1([C:33]([N:1]2[CH2:6][CH2:5][CH:4]([NH:7][C:8]([C:10]3[C:14]4[N:15]=[CH:16][N:17]=[C:18]([C:19]5[CH:24]=[CH:23][C:22]([O:25][CH3:26])=[CH:21][C:20]=5[O:27][CH2:28][CH2:29][O:30][CH3:31])[C:13]=4[NH:12][CH:11]=3)=[O:9])[CH2:3][CH2:2]2)=[O:34])[CH2:37][CH2:36]1, predict the reactants needed to synthesize it. The reactants are: [NH:1]1[CH2:6][CH2:5][CH:4]([NH:7][C:8]([C:10]2[C:14]3[N:15]=[CH:16][N:17]=[C:18]([C:19]4[CH:24]=[CH:23][C:22]([O:25][CH3:26])=[CH:21][C:20]=4[O:27][CH2:28][CH2:29][O:30][CH3:31])[C:13]=3[NH:12][CH:11]=2)=[O:9])[CH2:3][CH2:2]1.Cl[C:33]([C:35]1([O:38]C(=O)C)[CH2:37][CH2:36]1)=[O:34]. (7) Given the product [CH3:1][O:2][C:3](=[O:14])[C:4]1[C:5]([OH:13])=[CH:6][CH:7]=[C:8]([NH2:10])[CH:9]=1, predict the reactants needed to synthesize it. The reactants are: [CH3:1][O:2][C:3](=[O:14])[C:4]1[CH:9]=[C:8]([N+:10]([O-])=O)[CH:7]=[CH:6][C:5]=1[OH:13]. (8) Given the product [Br:1][C:2]1[CH:3]=[C:4]2[C:23](=[C:9]([C:11]([O:13][CH3:18])=[O:12])[CH:10]=1)[N:22]([CH3:21])[CH:24]=[C:5]2[CH:14]([CH3:16])[CH3:15], predict the reactants needed to synthesize it. The reactants are: [Br:1][C:2]1[CH:3]=[C:4]2C(=[C:9]([C:11]([OH:13])=[O:12])[CH:10]=1)NC=[C:5]2[CH:14]([CH3:16])[CH3:15].I[CH3:18].[H-].[Na+].[CH3:21][N:22]([CH:24]=O)[CH3:23]. (9) Given the product [CH:20]1([C:14]2[CH:15]=[CH:16][C:17]([S:9]([C:2]3[C:3]([CH3:8])=[CH:4][C:5]([CH3:7])=[CH:6][C:1]=3[CH3:13])(=[O:11])=[O:10])=[CH:18][CH:19]=2)[CH2:21][CH2:22][CH2:23][CH2:24][CH2:25]1, predict the reactants needed to synthesize it. The reactants are: [C:1]1([CH3:13])[CH:6]=[C:5]([CH3:7])[CH:4]=[C:3]([CH3:8])[C:2]=1[S:9](Cl)(=[O:11])=[O:10].[CH:14]1([C:20]2[CH:25]=[CH:24][CH:23]=[CH:22][CH:21]=2)[CH2:19][CH2:18][CH2:17][CH2:16][CH2:15]1.[Al+3].[Cl-].[Cl-].[Cl-].Cl. (10) The reactants are: I([O-])(=O)(=O)=O.[Na+].[Cl:7][C:8]1[CH:13]=[CH:12][C:11]([C:14]2[O:15][C:16]3[CH:26]=[C:25]([N:27]([C:32]4[CH:37]=[CH:36][C:35]([B:38]5[O:42]C(C)(C)C(C)(C)[O:39]5)=[C:34]([F:47])[CH:33]=4)[S:28]([CH3:31])(=[O:30])=[O:29])[C:24]([CH:48]4[CH2:50][CH2:49]4)=[CH:23][C:17]=3[C:18]=2[C:19]([NH:21][CH3:22])=[O:20])=[CH:10][CH:9]=1.Cl.CCOC(C)=O. Given the product [Cl:7][C:8]1[CH:13]=[CH:12][C:11]([C:14]2[O:15][C:16]3[CH:26]=[C:25]([N:27]([C:32]4[CH:37]=[CH:36][C:35]([B:38]([OH:39])[OH:42])=[C:34]([F:47])[CH:33]=4)[S:28]([CH3:31])(=[O:30])=[O:29])[C:24]([CH:48]4[CH2:49][CH2:50]4)=[CH:23][C:17]=3[C:18]=2[C:19](=[O:20])[NH:21][CH3:22])=[CH:10][CH:9]=1, predict the reactants needed to synthesize it.